From a dataset of Full USPTO retrosynthesis dataset with 1.9M reactions from patents (1976-2016). Predict the reactants needed to synthesize the given product. (1) Given the product [CH2:1]([O:8][C:9]1[CH:18]=[CH:17][CH:16]=[C:15]2[C:10]=1[CH2:11][CH2:12][CH2:13][CH:14]2[C:19]([N:21]([CH2:34][C:35]1[C:36]([O:43][CH3:44])=[N:37][C:38]([O:41][CH3:42])=[CH:39][CH:40]=1)[C:22]1[CH:23]=[N:24][C:25]([CH:28]([CH3:30])[CH3:29])=[CH:26][CH:27]=1)=[O:20])[C:2]1[CH:7]=[CH:6][CH:5]=[CH:4][CH:3]=1, predict the reactants needed to synthesize it. The reactants are: [CH2:1]([O:8][C:9]1[CH:18]=[CH:17][CH:16]=[C:15]2[C:10]=1[CH2:11][CH2:12][CH2:13][CH:14]2[C:19]([NH:21][C:22]1[CH:23]=[N:24][C:25]([CH:28]([CH3:30])[CH3:29])=[CH:26][CH:27]=1)=[O:20])[C:2]1[CH:7]=[CH:6][CH:5]=[CH:4][CH:3]=1.[H-].[Na+].Cl[CH2:34][C:35]1[C:36]([O:43][CH3:44])=[N:37][C:38]([O:41][CH3:42])=[CH:39][CH:40]=1. (2) Given the product [O:1]1[CH:5]=[CH:4][CH:3]=[C:2]1[C:6]1[C:11]([I:12])=[C:10]([S:13][CH2:15][CH2:19][C:20]2[CH:25]=[CH:24][CH:23]=[CH:22][N:21]=2)[N:9]=[C:8]([NH2:16])[N:7]=1, predict the reactants needed to synthesize it. The reactants are: [O:1]1[CH:5]=[CH:4][CH:3]=[C:2]1[C:6]1[C:11]([I:12])=[C:10]([S:13]([CH3:15])=O)[N:9]=[C:8]([NH2:16])[N:7]=1.SC[CH2:19][C:20]1[CH:25]=[CH:24][CH:23]=[CH:22][N:21]=1.C1CCN2C(=NCCC2)CC1. (3) Given the product [O:9]=[C:6]1[N:5]([C:10]2[CH:15]=[CH:14][CH:13]=[CH:12][CH:11]=2)[C:4]([S:16][CH2:19][C:20](=[O:18])[N:21]2[CH2:7][CH2:8][CH2:3][CH2:1]2)=[C:3]([C:1]#[N:2])[CH:8]=[CH:7]1, predict the reactants needed to synthesize it. The reactants are: [C:1]([C:3]1[CH:8]=[CH:7][C:6](=[O:9])[N:5]([C:10]2[CH:15]=[CH:14][CH:13]=[CH:12][CH:11]=2)[C:4]=1[S-:16])#[N:2].[Na+].[OH2:18].[CH3:19][C:20]#[N:21]. (4) Given the product [Br:22][C:23]1[C:31]([O:32][C:33]([F:34])([F:35])[F:36])=[CH:30][C:26]([C:27]([NH:1][C:2]2[CH:3]=[CH:4][C:5]([N:8]3[CH2:13][CH2:12][N:11]([C:14]([O:16][C:17]([CH3:20])([CH3:19])[CH3:18])=[O:15])[CH2:10][C@H:9]3[CH3:21])=[N:6][CH:7]=2)=[O:28])=[CH:25][C:24]=1[Cl:37], predict the reactants needed to synthesize it. The reactants are: [NH2:1][C:2]1[CH:3]=[CH:4][C:5]([N:8]2[CH2:13][CH2:12][N:11]([C:14]([O:16][C:17]([CH3:20])([CH3:19])[CH3:18])=[O:15])[CH2:10][C@H:9]2[CH3:21])=[N:6][CH:7]=1.[Br:22][C:23]1[C:31]([O:32][C:33]([F:36])([F:35])[F:34])=[CH:30][C:26]([C:27](O)=[O:28])=[CH:25][C:24]=1[Cl:37].CN(C(ON1N=NC2C=CC=NC1=2)=[N+](C)C)C.F[P-](F)(F)(F)(F)F.CCN(C(C)C)C(C)C. (5) Given the product [Br:1][C:2]1[C:3]([F:20])=[CH:4][C:5]2[O:11][CH2:10][CH2:9][N:8]3[C:12]([C:29]4[CH:33]=[CH:32][NH:31][N:30]=4)=[C:13]([C:15]([NH2:17])=[O:16])[N:14]=[C:7]3[C:6]=2[CH:19]=1, predict the reactants needed to synthesize it. The reactants are: [Br:1][C:2]1[C:3]([F:20])=[CH:4][C:5]2[O:11][CH2:10][CH2:9][N:8]3[C:12](I)=[C:13]([C:15]([NH2:17])=[O:16])[N:14]=[C:7]3[C:6]=2[CH:19]=1.CC1(C)C(C)(C)OB([C:29]2[CH:33]=[CH:32][NH:31][N:30]=2)O1. (6) Given the product [F:1][C:2]([F:19])([F:18])[C:3]1[CH:17]=[CH:16][C:6]([CH2:7][O:8][C:9]2[CH:14]=[CH:13][NH:12][C:11](=[O:22])[CH:10]=2)=[CH:5][CH:4]=1, predict the reactants needed to synthesize it. The reactants are: [F:1][C:2]([F:19])([F:18])[C:3]1[CH:17]=[CH:16][C:6]([CH2:7][O:8][C:9]2[CH:14]=[CH:13][N+:12]([O-])=[CH:11][CH:10]=2)=[CH:5][CH:4]=1.C(OC(=O)C)(=[O:22])C. (7) Given the product [C:13]([Si:10]([CH3:12])([CH3:11])[O:9][CH2:8][CH2:7][CH2:6][C:5]([CH3:18])([CH3:17])[CH2:4][OH:3])([CH3:16])([CH3:15])[CH3:14], predict the reactants needed to synthesize it. The reactants are: C([O:3][C:4](=O)[C:5]([CH3:18])([CH3:17])[CH2:6][CH2:7][CH2:8][O:9][Si:10]([C:13]([CH3:16])([CH3:15])[CH3:14])([CH3:12])[CH3:11])C.[H-].C([Al+]CC(C)C)C(C)C.C1(C)C=CC=CC=1.C(OCC)(=O)C.[C@H](O)(C([O-])=O)[C@@H](O)C([O-])=O.[Na+].[K+]. (8) Given the product [I-:1].[I-:1].[CH2:2]([N+:12]1[CH:13]=[CH:14][C:15]2[C:20](=[CH:19][CH:18]=[CH:17][CH:16]=2)[CH:11]=1)[CH2:3][CH2:4][CH2:5][CH2:6][CH2:7][CH2:8][CH2:9][N+:12]1[CH:13]=[CH:14][C:15]2[C:20](=[CH:19][CH:18]=[CH:17][CH:16]=2)[CH:11]=1, predict the reactants needed to synthesize it. The reactants are: [I:1][CH2:2][CH2:3][CH2:4][CH2:5][CH2:6][CH2:7][CH2:8][CH2:9]I.[CH:11]1[C:20]2[C:15](=[CH:16][CH:17]=[CH:18][CH:19]=2)[CH:14]=[CH:13][N:12]=1. (9) Given the product [ClH:1].[CH2:5]([O:7][C:8]([C:10]1[N:11]=[C:12]2[CH2:17][NH:16][CH2:15][CH2:14][N:13]2[CH:18]=1)=[O:9])[CH3:6], predict the reactants needed to synthesize it. The reactants are: [ClH:1].CCO.[CH2:5]([O:7][C:8]([C:10]1[N:11]=[C:12]2[CH:17]=[N:16][CH:15]=[CH:14][N:13]2[CH:18]=1)=[O:9])[CH3:6]. (10) Given the product [CH2:29]([NH:28][C:16]([C:13]1[CH:14]=[CH:15][C:9]2[O:8][C:7]([C:4]3[CH:3]=[CH:2][C:1]([CH3:19])=[CH:6][CH:5]=3)=[N:11][C:10]=2[CH:12]=1)=[O:18])[CH2:30][CH2:31][CH3:32], predict the reactants needed to synthesize it. The reactants are: [C:1]1([CH3:19])[CH:6]=[CH:5][C:4]([C:7]2[O:8][C:9]3[CH:15]=[CH:14][C:13]([C:16]([OH:18])=O)=[CH:12][C:10]=3[N:11]=2)=[CH:3][CH:2]=1.CN(C(O[N:28]1N=N[C:30]2[CH:31]=[CH:32]C=N[C:29]1=2)=[N+](C)C)C.F[P-](F)(F)(F)(F)F.C(N(C(C)C)CC)(C)C.C(N)CCC.